The task is: Predict the reactants needed to synthesize the given product.. This data is from Full USPTO retrosynthesis dataset with 1.9M reactions from patents (1976-2016). (1) Given the product [Cl:1][C:2]1[CH:24]=[CH:23][C:5]([CH2:6][N:7]2[C:16](=[O:17])[C:15]3[C:10](=[N:11][C:12]4[CH2:21][CH2:20][CH2:19][CH2:18][C:13]=4[N:14]=3)[N:9]([CH2:32][CH:33]([OH:38])[C:34]([F:37])([F:36])[F:35])[C:8]2=[O:22])=[CH:4][CH:3]=1, predict the reactants needed to synthesize it. The reactants are: [Cl:1][C:2]1[CH:24]=[CH:23][C:5]([CH2:6][N:7]2[C:16](=[O:17])[C:15]3[C:10](=[N:11][C:12]4[CH2:21][CH2:20][CH2:19][CH2:18][C:13]=4[N:14]=3)[NH:9][C:8]2=[O:22])=[CH:4][CH:3]=1.C([O-])([O-])=O.[K+].[K+].Br[CH2:32][CH:33]([OH:38])[C:34]([F:37])([F:36])[F:35]. (2) Given the product [Cl:1][C:2]1[CH:10]=[CH:9][CH:8]=[CH:7][C:3]=1[C:4]([NH:26][CH2:25][C:15]1([C:18]2[CH:23]=[N:22][C:21]([CH3:24])=[N:20][CH:19]=2)[CH2:16][CH2:17][C:12]([F:11])([F:27])[CH2:13][CH2:14]1)=[O:6], predict the reactants needed to synthesize it. The reactants are: [Cl:1][C:2]1[CH:10]=[CH:9][CH:8]=[CH:7][C:3]=1[C:4]([OH:6])=O.[F:11][C:12]1([F:27])[CH2:17][CH2:16][C:15]([CH2:25][NH2:26])([C:18]2[CH:19]=[N:20][C:21]([CH3:24])=[N:22][CH:23]=2)[CH2:14][CH2:13]1. (3) Given the product [CH2:20]([O:19][C:17]1[CH:18]=[C:9]2[N:8]([C:27]([O:29][C:30]([CH3:31])([CH3:32])[CH3:33])=[O:28])[CH2:7][CH:6]([CH2:5][OH:4])[C:10]2=[C:11]2[C:16]=1[N:15]=[CH:14][CH:13]=[CH:12]2)[C:21]1[CH:26]=[CH:25][CH:24]=[CH:23][CH:22]=1, predict the reactants needed to synthesize it. The reactants are: C([O:4][CH2:5][CH:6]1[C:10]2=[C:11]3[C:16](=[C:17]([O:19][CH2:20][C:21]4[CH:26]=[CH:25][CH:24]=[CH:23][CH:22]=4)[CH:18]=[C:9]2[N:8]([C:27]([O:29][C:30]([CH3:33])([CH3:32])[CH3:31])=[O:28])[CH2:7]1)[N:15]=[CH:14][CH:13]=[CH:12]3)(=O)C.C([O-])([O-])=O.[Cs+].[Cs+].CCO.O. (4) Given the product [Br:1][C:2]1[CH:3]=[CH:4][C:5]([C@@H:8]([N:10]2[CH2:11][C:12]([CH2:13][C:14]([CH3:16])=[CH2:15])([C:18]3[CH:19]=[CH:20][CH:21]=[CH:22][CH:23]=3)[O:17][C:25]2=[O:27])[CH3:9])=[CH:6][CH:7]=1, predict the reactants needed to synthesize it. The reactants are: [Br:1][C:2]1[CH:7]=[CH:6][C:5]([C@@H:8]([NH:10][CH2:11][C:12]([C:18]2[CH:23]=[CH:22][CH:21]=[CH:20][CH:19]=2)([OH:17])[CH2:13][C:14]([CH3:16])=[CH2:15])[CH3:9])=[CH:4][CH:3]=1.Cl[C:25](Cl)([O:27]C(=O)OC(Cl)(Cl)Cl)Cl.CCN(CC)CC. (5) Given the product [Cl:4][C:24]([C:19]1([CH2:18][CH:17]([CH2:27][CH2:28][CH3:29])[C:15]([O:14][CH2:7][C:8]2[CH:13]=[CH:12][CH:11]=[CH:10][CH:9]=2)=[O:16])[CH2:23][CH2:22][CH2:21][CH2:20]1)=[O:25], predict the reactants needed to synthesize it. The reactants are: C(Cl)(=O)C([Cl:4])=O.[CH2:7]([O:14][C:15]([CH:17]([CH2:27][CH2:28][CH3:29])[CH2:18][C:19]1([C:24](O)=[O:25])[CH2:23][CH2:22][CH2:21][CH2:20]1)=[O:16])[C:8]1[CH:13]=[CH:12][CH:11]=[CH:10][CH:9]=1. (6) Given the product [CH3:1][C:2]1[C:3](=[O:27])[C:4]2[C:9]([C:10](=[O:26])[C:11]=1[CH:12]([C:33](=[O:35])[C@@H:29]([CH:30]([CH3:31])[CH3:32])[NH:28][C:36]([O:38][C:39]([CH3:42])([CH3:41])[CH3:40])=[O:37])[NH2:13])=[CH:8][CH:7]=[CH:6][CH:5]=2, predict the reactants needed to synthesize it. The reactants are: [CH3:1][C:2]1[C:3](=[O:27])[C:4]2[C:9]([C:10](=[O:26])[C:11]=1[CH:12](C(=O)[C@H](C)NC(OC(C)(C)C)=O)[NH2:13])=[CH:8][CH:7]=[CH:6][CH:5]=2.[NH:28]([C:36]([O:38][C:39]([CH3:42])([CH3:41])[CH3:40])=[O:37])[C@@H:29]([C:33]([OH:35])=O)[CH:30]([CH3:32])[CH3:31].CN(C(ON1N=NC2C=CC=CC1=2)=[N+](C)C)C.F[P-](F)(F)(F)(F)F.C1C=CC2N(O)N=NC=2C=1.CCN(C(C)C)C(C)C.